From a dataset of Forward reaction prediction with 1.9M reactions from USPTO patents (1976-2016). Predict the product of the given reaction. (1) Given the reactants [Br:1][C:2]1[CH:7]=[CH:6][N:5]=[C:4]([CH2:8][OH:9])[CH:3]=1, predict the reaction product. The product is: [Br:1][C:2]1[CH:7]=[CH:6][N:5]=[C:4]([CH:8]=[O:9])[CH:3]=1. (2) The product is: [CH3:1][O:2][C:3]1[N:8]=[C:7]2[N:9]([CH2:14][CH2:15][CH2:16][NH:18][CH:19]3[CH2:20][C:21](=[O:35])[N:22]([C:24]4[CH:25]=[CH:26][C:27]5[O:32][CH2:31][C:30](=[O:33])[NH:29][C:28]=5[CH:34]=4)[CH2:23]3)[C:10](=[O:13])[CH:11]=[CH:12][C:6]2=[N:5][CH:4]=1. Given the reactants [CH3:1][O:2][C:3]1[N:8]=[C:7]2[N:9]([CH2:14][CH2:15][CH:16]=O)[C:10](=[O:13])[CH:11]=[CH:12][C:6]2=[N:5][CH:4]=1.[NH2:18][CH:19]1[CH2:23][N:22]([C:24]2[CH:25]=[CH:26][C:27]3[O:32][CH2:31][C:30](=[O:33])[NH:29][C:28]=3[CH:34]=2)[C:21](=[O:35])[CH2:20]1.C(O)(=O)C.S([O-])([O-])(=O)=O.[Na+].[Na+].C(O[BH-](OC(=O)C)OC(=O)C)(=O)C.[Na+], predict the reaction product.